This data is from Full USPTO retrosynthesis dataset with 1.9M reactions from patents (1976-2016). The task is: Predict the reactants needed to synthesize the given product. (1) Given the product [C:1]([N:4]1[C:13]2[C:8](=[CH:9][C:10]([C:14]([NH2:37])=[O:16])=[CH:11][CH:12]=2)[C@H:7]([N:17]([C:24]2[CH:25]=[CH:26][C:27]([N:30]3[CH2:35][CH2:34][O:33][CH2:32][CH2:31]3)=[CH:28][CH:29]=2)[C:18](=[O:23])[C:19]([F:20])([F:22])[F:21])[CH2:6][C@@H:5]1[CH3:36])(=[O:3])[CH3:2], predict the reactants needed to synthesize it. The reactants are: [C:1]([N:4]1[C:13]2[C:8](=[CH:9][C:10]([C:14]([OH:16])=O)=[CH:11][CH:12]=2)[C@H:7]([N:17]([C:24]2[CH:29]=[CH:28][C:27]([N:30]3[CH2:35][CH2:34][O:33][CH2:32][CH2:31]3)=[CH:26][CH:25]=2)[C:18](=[O:23])[C:19]([F:22])([F:21])[F:20])[CH2:6][C@@H:5]1[CH3:36])(=[O:3])[CH3:2].[NH3:37]. (2) Given the product [Cl:1][C:2]1[C:3]([F:17])=[C:4]([CH:8]=[C:9]([S:11]([NH:14][CH2:15][CH3:16])(=[O:13])=[O:12])[CH:10]=1)[C:5]([NH:38][CH:39]1[N:28]([C:26]([CH3:25])([CH3:27])[CH3:18])[N:29]=[CH:36][S:40]1)=[O:7], predict the reactants needed to synthesize it. The reactants are: [Cl:1][C:2]1[C:3]([F:17])=[C:4]([CH:8]=[C:9]([S:11]([NH:14][CH2:15][CH3:16])(=[O:13])=[O:12])[CH:10]=1)[C:5]([OH:7])=O.[CH2:18](Cl)CCl.C1C=C[C:25]2N(O)[N:29]=[N:28][C:26]=2[CH:27]=1.CC([C:36]1[S:40][C:39](N)=[N:38]N=1)(C)C. (3) Given the product [CH:21]1([C:18]2[CH:19]=[CH:20][C:11]([NH:10][C:6]3[CH:5]=[C:4]4[C:9](=[CH:8][CH:7]=3)[N:1]([CH2:31][C:32]3[CH:37]=[CH:36][CH:35]=[C:34]([O:38][CH2:39][C:40]([F:41])([F:42])[F:43])[CH:33]=3)[CH:2]=[CH:3]4)=[C:12]([CH:17]=2)[C:13]([O:15][CH3:16])=[O:14])[CH2:23][CH2:22]1, predict the reactants needed to synthesize it. The reactants are: [NH:1]1[C:9]2[C:4](=[CH:5][C:6]([NH:10][C:11]3[CH:20]=[CH:19][C:18]([CH:21]4[CH2:23][CH2:22]4)=[CH:17][C:12]=3[C:13]([O:15][CH3:16])=[O:14])=[CH:7][CH:8]=2)[CH:3]=[CH:2]1.CC(C)([O-])C.[K+].Br[CH2:31][C:32]1[CH:37]=[CH:36][CH:35]=[C:34]([O:38][CH2:39][C:40]([F:43])([F:42])[F:41])[CH:33]=1.Cl. (4) Given the product [C:1]([C:4]1[CH:5]=[CH:6][C:7]([F:24])=[C:8]([NH:10][C@H:11]([C:15]2[CH:20]=[CH:19][C:18]([F:21])=[C:17]([O:22][CH3:23])[CH:16]=2)[C:12]([N:45]2[CH2:46][CH2:47][C@H:48]([C:49]([O:51][CH2:52][CH3:53])=[O:50])[C@@H:44]2[C:33]2[CH:34]=[C:35]([NH:38][C:39]([N:41]([CH3:43])[CH3:42])=[O:40])[CH:36]=[CH:37][C:32]=2[S:29]([CH:26]2[CH2:28][CH2:27]2)(=[O:31])=[O:30])=[O:14])[CH:9]=1)(=[O:3])[NH2:2], predict the reactants needed to synthesize it. The reactants are: [C:1]([C:4]1[CH:5]=[CH:6][C:7]([F:24])=[C:8]([NH:10][CH:11]([C:15]2[CH:20]=[CH:19][C:18]([F:21])=[C:17]([O:22][CH3:23])[CH:16]=2)[C:12]([OH:14])=O)[CH:9]=1)(=[O:3])[NH2:2].Cl.[CH:26]1([S:29]([C:32]2[CH:37]=[CH:36][C:35]([NH:38][C:39]([N:41]([CH3:43])[CH3:42])=[O:40])=[CH:34][C:33]=2[C@H:44]2[C@@H:48]([C:49]([O:51][CH2:52][CH3:53])=[O:50])[CH2:47][CH2:46][NH:45]2)(=[O:31])=[O:30])[CH2:28][CH2:27]1.